Dataset: Reaction yield outcomes from USPTO patents with 853,638 reactions. Task: Predict the reaction yield, written as a fraction of the theoretical maximum amount of product (1.0 means a 100% yield; for example, 0.34 means a 34% yield). (1) The reactants are Br[C:2]1[CH:7]=[C:6]([CH3:8])[CH:5]=[CH:4][C:3]=1[O:9][CH3:10].[CH:11]1[C:23]2[NH:22][C:21]3[C:16](=[CH:17][CH:18]=[CH:19][CH:20]=3)[C:15]=2[CH:14]=[CH:13][CH:12]=1.[O-]P([O-])([O-])=O.[K+].[K+].[K+].N[C@@H]1CCCC[C@H]1N. The catalyst is O1CCOCC1.[Cu]I. The product is [CH3:10][O:9][C:3]1[CH:4]=[CH:5][C:6]([CH3:8])=[CH:7][C:2]=1[N:22]1[C:23]2[CH:11]=[CH:12][CH:13]=[CH:14][C:15]=2[C:16]2[C:21]1=[CH:20][CH:19]=[CH:18][CH:17]=2. The yield is 0.450. (2) The reactants are N1C=CC=CC=1.[CH3:7][S:8](Cl)(=[O:10])=[O:9].[Cl:12][C:13]1[CH:14]=[C:15]([C:19]#[C:20][C:21]2[CH:22]=[CH:23][C:24]([F:28])=[C:25]([NH2:27])[CH:26]=2)[CH:16]=[N:17][CH:18]=1. The catalyst is ClCCl. The product is [Cl:12][C:13]1[CH:14]=[C:15]([C:19]#[C:20][C:21]2[CH:22]=[CH:23][C:24]([F:28])=[C:25]([NH:27][S:8]([CH3:7])(=[O:10])=[O:9])[CH:26]=2)[CH:16]=[N:17][CH:18]=1. The yield is 0.920. (3) The reactants are [Br:1][C:2]1[CH:3]=[C:4]2[C:9](Cl)=[C:8]([C:11]([NH2:13])=[O:12])[CH:7]=[N:6][N:5]2[CH:14]=1.[NH2:15][C@H:16]1[C@@H:20]([O:21][CH3:22])[CH2:19][N:18]([C:23]([O:25][CH2:26][C:27]2[CH:32]=[CH:31][CH:30]=[CH:29][CH:28]=2)=[O:24])[CH2:17]1.C(N(CC)C(C)C)(C)C.O. The catalyst is CN(C=O)C. The product is [Br:1][C:2]1[CH:3]=[C:4]2[C:9]([NH:15][C@H:16]3[C@@H:20]([O:21][CH3:22])[CH2:19][N:18]([C:23]([O:25][CH2:26][C:27]4[CH:32]=[CH:31][CH:30]=[CH:29][CH:28]=4)=[O:24])[CH2:17]3)=[C:8]([C:11](=[O:12])[NH2:13])[CH:7]=[N:6][N:5]2[CH:14]=1. The yield is 0.870. (4) The reactants are [SH:1][C:2]1[N:6]([CH2:7][C:8]2[CH:13]=[CH:12][C:11]([C:14]3[CH:19]=[CH:18][CH:17]=[CH:16][C:15]=3[C:20]3[NH:24][N:23]=[N:22][N:21]=3)=[CH:10][CH:9]=2)[C:5]2[C:25]([C:29]([O:31][CH2:32][CH3:33])=[O:30])=[CH:26][CH:27]=[CH:28][C:4]=2[N:3]=1.[OH-].[Na+].[CH2:36](I)[CH3:37].Cl. The catalyst is C(O)C. The product is [CH2:36]([S:1][C:2]1[N:6]([CH2:7][C:8]2[CH:9]=[CH:10][C:11]([C:14]3[CH:19]=[CH:18][CH:17]=[CH:16][C:15]=3[C:20]3[NH:24][N:23]=[N:22][N:21]=3)=[CH:12][CH:13]=2)[C:5]2[C:25]([C:29]([O:31][CH2:32][CH3:33])=[O:30])=[CH:26][CH:27]=[CH:28][C:4]=2[N:3]=1)[CH3:37]. The yield is 0.570. (5) The reactants are [F:1][C:2]1[CH:7]=[C:6](I)[CH:5]=[CH:4][C:3]=1[N:9]1[CH:14]=[C:13]([O:15][CH3:16])[C:12](=[O:17])[C:11]([C:18]2[N:22]([C:23]3[CH:28]=[CH:27][CH:26]=[CH:25][CH:24]=3)[N:21]=[CH:20][CH:19]=2)=[N:10]1.[NH:29]1[CH2:33][CH:32]=[CH:31][CH2:30]1.CC1(C)C2C(=C(P(C3C=CC=CC=3)C3C=CC=CC=3)C=CC=2)OC2C(P(C3C=CC=CC=3)C3C=CC=CC=3)=CC=CC1=2.CC([O-])(C)C.[Na+]. The catalyst is O1CCOCC1.C1C=CC(/C=C/C(/C=C/C2C=CC=CC=2)=O)=CC=1.C1C=CC(/C=C/C(/C=C/C2C=CC=CC=2)=O)=CC=1.C1C=CC(/C=C/C(/C=C/C2C=CC=CC=2)=O)=CC=1.[Pd].[Pd].O. The product is [N:29]1([C:6]2[CH:5]=[CH:4][C:3]([N:9]3[CH:14]=[C:13]([O:15][CH3:16])[C:12](=[O:17])[C:11]([C:18]4[N:22]([C:23]5[CH:28]=[CH:27][CH:26]=[CH:25][CH:24]=5)[N:21]=[CH:20][CH:19]=4)=[N:10]3)=[C:2]([F:1])[CH:7]=2)[CH2:33][CH:32]=[CH:31][CH2:30]1. The yield is 0.510.